Dataset: Forward reaction prediction with 1.9M reactions from USPTO patents (1976-2016). Task: Predict the product of the given reaction. (1) Given the reactants [Cl:1][C:2]1[CH:3]=[CH:4][C:5]([OH:10])=[C:6]([CH:9]=1)[CH:7]=[O:8].[CH2:11]([O:13][C:14](=[O:20])[CH:15](Br)[CH2:16][CH2:17][CH3:18])[CH3:12].C([O-])([O-])=O.[K+].[K+].O, predict the reaction product. The product is: [CH2:11]([O:13][C:14](=[O:20])[CH:15]([O:10][C:5]1[CH:4]=[CH:3][C:2]([Cl:1])=[CH:9][C:6]=1[CH:7]=[O:8])[CH2:16][CH2:17][CH3:18])[CH3:12]. (2) Given the reactants [F:1][C:2]([F:14])([F:13])[O:3][C:4]1[CH:9]=[CH:8][C:7]([N:10]=[C:11]=[O:12])=[CH:6][CH:5]=1.[CH3:15][O:16][C:17]1[CH:58]=[C:57]([O:59][CH3:60])[CH:56]=[CH:55][C:18]=1[CH2:19][NH:20][CH2:21][C:22]1[CH:27]=[CH:26][N:25]=[C:24]2[N:28]([S:45]([C:48]3[CH:53]=[CH:52][C:51]([CH3:54])=[CH:50][CH:49]=3)(=[O:47])=[O:46])[C:29]([C:31]3[C:39]4[C:34](=[CH:35][C:36]([O:42][CH3:43])=[C:37]([O:40][CH3:41])[CH:38]=4)[N:33]([CH3:44])[CH:32]=3)=[CH:30][C:23]=12.O, predict the reaction product. The product is: [CH3:15][O:16][C:17]1[CH:58]=[C:57]([O:59][CH3:60])[CH:56]=[CH:55][C:18]=1[CH2:19][N:20]([CH2:21][C:22]1[CH:27]=[CH:26][N:25]=[C:24]2[N:28]([S:45]([C:48]3[CH:49]=[CH:50][C:51]([CH3:54])=[CH:52][CH:53]=3)(=[O:47])=[O:46])[C:29]([C:31]3[C:39]4[C:34](=[CH:35][C:36]([O:42][CH3:43])=[C:37]([O:40][CH3:41])[CH:38]=4)[N:33]([CH3:44])[CH:32]=3)=[CH:30][C:23]=12)[C:11]([NH:10][C:7]1[CH:6]=[CH:5][C:4]([O:3][C:2]([F:13])([F:14])[F:1])=[CH:9][CH:8]=1)=[O:12]. (3) Given the reactants [NH2:1][C:2]1[N:7]=[C:6]([C:8]2[CH:13]=[CH:12][CH:11]=[C:10]([F:14])[CH:9]=2)[C:5]([C:15]2[CH:20]=[CH:19][N:18]=[CH:17][CH:16]=2)=[CH:4][C:3]=1[NH:21][C:22]([CH:24]1[CH2:26][CH2:25]1)=O, predict the reaction product. The product is: [CH:24]1([C:22]2[NH:1][C:2]3=[N:7][C:6]([C:8]4[CH:13]=[CH:12][CH:11]=[C:10]([F:14])[CH:9]=4)=[C:5]([C:15]4[CH:20]=[CH:19][N:18]=[CH:17][CH:16]=4)[CH:4]=[C:3]3[N:21]=2)[CH2:26][CH2:25]1. (4) The product is: [C:30]([OH:42])(=[O:41])[CH2:31][C:32]([CH2:37][C:38]([OH:40])=[O:39])([C:34]([OH:36])=[O:35])[OH:33].[C:1]1([C:24]2[CH:25]=[CH:26][CH:27]=[CH:28][CH:29]=2)[CH:2]=[CH:3][C:4]([CH2:7][O:8][C:9]2[CH:10]=[C:11]3[C:16](=[CH:17][CH:18]=2)[CH2:15][CH:14]([CH2:19][CH2:20][N:21]([CH3:23])[CH3:22])[CH2:13][CH2:12]3)=[CH:5][CH:6]=1. Given the reactants [C:1]1([C:24]2[CH:29]=[CH:28][CH:27]=[CH:26][CH:25]=2)[CH:6]=[CH:5][C:4]([CH2:7][O:8][C:9]2[CH:10]=[C:11]3[C:16](=[CH:17][CH:18]=2)[CH2:15][CH:14]([CH2:19][CH2:20][N:21]([CH3:23])[CH3:22])[CH2:13][CH2:12]3)=[CH:3][CH:2]=1.[C:30]([OH:42])(=[O:41])[CH2:31][C:32]([CH2:37][C:38]([OH:40])=[O:39])([C:34]([OH:36])=[O:35])[OH:33], predict the reaction product.